Dataset: Full USPTO retrosynthesis dataset with 1.9M reactions from patents (1976-2016). Task: Predict the reactants needed to synthesize the given product. The reactants are: [CH2:1]([O:3][C:4]([C:6]1([C:9]2[CH:14]=[CH:13][C:12]([C:15]3[CH:20]=[CH:19][C:18]([C:21]4[O:25][N:24]=[C:23]([CH3:26])[C:22]=4[CH:27]=[CH:28][CH2:29][CH2:30][C:31]4[CH:36]=[CH:35][CH:34]=[CH:33][CH:32]=4)=[CH:17][CH:16]=3)=[CH:11][CH:10]=2)[CH2:8][CH2:7]1)=[O:5])[CH3:2].ClC1C=CC=C(C(OO)=[O:45])C=1.CCOC(C)=O. Given the product [CH2:1]([O:3][C:4]([C:6]1([C:9]2[CH:10]=[CH:11][C:12]([C:15]3[CH:20]=[CH:19][C:18]([C:21]4[O:25][N:24]=[C:23]([CH3:26])[C:22]=4[CH:27]4[CH:28]([CH2:29][CH2:30][C:31]5[CH:32]=[CH:33][CH:34]=[CH:35][CH:36]=5)[O:45]4)=[CH:17][CH:16]=3)=[CH:13][CH:14]=2)[CH2:7][CH2:8]1)=[O:5])[CH3:2], predict the reactants needed to synthesize it.